From a dataset of Catalyst prediction with 721,799 reactions and 888 catalyst types from USPTO. Predict which catalyst facilitates the given reaction. (1) Reactant: [CH:1](=O)[CH3:2].[CH3:4][N:5]1[CH2:10][CH2:9][CH:8]([NH:11][C:12]2[CH:17]=[CH:16][CH:15]=[C:14]([Cl:18])[C:13]=2F)[CH2:7][CH2:6]1.C([BH3-])#N.[Na+].[F:24]C(F)(F)C(O)=O. Product: [CH3:4][N:5]1[CH2:6][CH2:7][CH:8]([NH:11][CH2:12][CH2:17][C:16]2[CH:2]=[CH:1][CH:13]=[C:14]([Cl:18])[C:15]=2[F:24])[CH2:9][CH2:10]1. The catalyst class is: 5. (2) Reactant: [C:1]([O:5][C:6]([N:8]1[CH2:12][CH2:11][CH:10]([NH2:13])[CH2:9]1)=[O:7])([CH3:4])([CH3:3])[CH3:2].Br[CH:15]([CH3:19])[C:16]([NH2:18])=[O:17].C(=O)([O-])[O-].[K+].[K+]. Product: [C:1]([O:5][C:6]([N:8]1[CH2:12][CH2:11][C@H:10]([NH:13][CH:15]([C:16](=[O:17])[NH2:18])[CH3:19])[CH2:9]1)=[O:7])([CH3:4])([CH3:2])[CH3:3]. The catalyst class is: 23.